Dataset: Reaction yield outcomes from USPTO patents with 853,638 reactions. Task: Predict the reaction yield, written as a fraction of the theoretical maximum amount of product (1.0 means a 100% yield; for example, 0.34 means a 34% yield). (1) The yield is 0.470. The reactants are [OH:1][C:2]1[CH:7]=[CH:6][CH:5]=[CH:4][C:3]=1[S:8](=[O:11])(=[O:10])[NH2:9].Br[CH2:13][C:14]([NH:16][CH3:17])=[O:15].C([O-])([O-])=O.[K+].[K+]. The product is [S:8]([C:3]1[CH:4]=[CH:5][CH:6]=[CH:7][C:2]=1[O:1][CH2:13][C:14]([NH:16][CH3:17])=[O:15])(=[O:11])(=[O:10])[NH2:9]. The catalyst is C(#N)C. (2) The reactants are C([Al]([CH2:6][CH3:7])CC)C.[CH2:8]([S:10]([C:13]1[CH:14]=[C:15]([C:19]2[C:24]3[C:25]4[CH:31]=[C:30]([CH3:32])[CH:29]=[N:28][C:26]=4[NH:27][C:23]=3[C:22](C)=[N:21][CH:20]=2)[CH:16]=[CH:17][CH:18]=1)(=[O:12])=[O:11])[CH3:9]. No catalyst specified. The product is [CH2:8]([S:10]([C:13]1[CH:14]=[C:15]([C:19]2[C:24]3[C:25]4[CH:31]=[C:30]([CH3:32])[CH:29]=[N:28][C:26]=4[NH:27][C:23]=3[C:22]([CH2:6][CH3:7])=[N:21][CH:20]=2)[CH:16]=[CH:17][CH:18]=1)(=[O:11])=[O:12])[CH3:9]. The yield is 0.680. (3) The reactants are [F:1][C:2]([F:21])([F:20])[C:3]1[CH:8]=[CH:7][CH:6]=[CH:5][C:4]=1[C:9]1[C:17]2[O:16][CH:15]([CH2:18][NH2:19])[CH2:14][C:13]=2[CH:12]=[CH:11][CH:10]=1.C(N(C(C)C)CC)(C)C.Cl[C:32]([O:34][CH2:35][C:36]1[CH:41]=[CH:40][CH:39]=[CH:38][CH:37]=1)=[O:33]. No catalyst specified. The product is [F:21][C:2]([F:20])([F:1])[C:3]1[CH:8]=[CH:7][CH:6]=[CH:5][C:4]=1[C:9]1[C:17]2[O:16][CH:15]([CH2:18][NH:19][C:32](=[O:33])[O:34][CH2:35][C:36]3[CH:41]=[CH:40][CH:39]=[CH:38][CH:37]=3)[CH2:14][C:13]=2[CH:12]=[CH:11][CH:10]=1. The yield is 0.940. (4) The reactants are Cl.[Br:2][C:3]1[CH:8]=[CH:7][C:6]([CH2:9][NH2:10])=[CH:5][CH:4]=1.C[O-].[Na+].[CH2:14]([O:16][CH:17]([O:22][CH2:23][CH3:24])[C:18](=[NH:21])OC)[CH3:15]. The catalyst is CO. The product is [Br:2][C:3]1[CH:8]=[CH:7][C:6]([CH2:9][NH:10][C:18](=[NH:21])[CH:17]([O:22][CH2:23][CH3:24])[O:16][CH2:14][CH3:15])=[CH:5][CH:4]=1. The yield is 0.620. (5) The reactants are [NH2:1][C:2]1[CH:15]=[CH:14][C:13]([Cl:16])=[CH:12][C:3]=1[C:4]([C:6]1[CH:11]=[CH:10][CH:9]=[CH:8][CH:7]=1)=[O:5].C(=O)([O-])[O-].[K+].[K+].[Br:23][CH2:24][C:25](Br)=[O:26]. The catalyst is C(#N)C. The product is [C:4]([C:3]1[CH:12]=[C:13]([Cl:16])[CH:14]=[CH:15][C:2]=1[NH:1][C:25](=[O:26])[CH2:24][Br:23])(=[O:5])[C:6]1[CH:7]=[CH:8][CH:9]=[CH:10][CH:11]=1. The yield is 0.870. (6) The reactants are Br[C:2]1[CH:7]=[CH:6][C:5]([C:8]2[C:9]3[C:14]([C:15]([C:22]4[CH:27]=[CH:26][CH:25]=[CH:24][CH:23]=4)=[C:16]4[C:21]=2[CH:20]=[CH:19][CH:18]=[CH:17]4)=[CH:13][CH:12]=[CH:11][CH:10]=3)=[CH:4][CH:3]=1.[C:28]1([N:34]2[C:46]3[CH:45]=[CH:44][C:43](B(O)O)=[CH:42][C:41]=3[C:40]3[C:35]2=[CH:36][CH:37]=[CH:38][CH:39]=3)[CH:33]=[CH:32][CH:31]=[CH:30][CH:29]=1.C1(C)C=CC=CC=1P(C1C=CC=CC=1C)C1C=CC=CC=1C.C(=O)([O-])[O-].[K+].[K+]. The catalyst is C([O-])(=O)C.[Pd+2].C([O-])(=O)C.C1(C)C=CC=CC=1.COCCOC. The product is [C:28]1([N:34]2[C:46]3[CH:45]=[CH:44][C:43]([C:2]4[CH:3]=[CH:4][C:5]([C:8]5[C:21]6[C:16]([C:15]([C:22]7[CH:27]=[CH:26][CH:25]=[CH:24][CH:23]=7)=[C:14]7[C:9]=5[CH:10]=[CH:11][CH:12]=[CH:13]7)=[CH:17][CH:18]=[CH:19][CH:20]=6)=[CH:6][CH:7]=4)=[CH:42][C:41]=3[C:40]3[C:35]2=[CH:36][CH:37]=[CH:38][CH:39]=3)[CH:33]=[CH:32][CH:31]=[CH:30][CH:29]=1. The yield is 0.750.